From a dataset of Full USPTO retrosynthesis dataset with 1.9M reactions from patents (1976-2016). Predict the reactants needed to synthesize the given product. (1) Given the product [CH2:1]([O:3][C:4](=[O:15])[C:5](=[N:20][OH:21])[C:6]([C:8]1[CH:13]=[CH:12][CH:11]=[C:10]([F:14])[CH:9]=1)=[O:7])[CH3:2], predict the reactants needed to synthesize it. The reactants are: [CH2:1]([O:3][C:4](=[O:15])[CH2:5][C:6]([C:8]1[CH:13]=[CH:12][CH:11]=[C:10]([F:14])[CH:9]=1)=[O:7])[CH3:2].C(O)(=O)C.[N:20]([O-])=[O:21].[Na+]. (2) Given the product [CH:27]1[C:28]2[C:33](=[CH:32][CH:31]=[CH:30][CH:29]=2)[CH:34]=[CH:35][C:26]=1[CH2:25][O:24][CH:12]1[CH:11]([C:8]2[CH:9]=[CH:10][C:5]([O:4][CH2:3][CH2:2][O:1][C:37]3[N:42]=[CH:41][CH:40]=[CH:39][N:38]=3)=[CH:6][CH:7]=2)[CH2:16][CH2:15][N:14]([C:17]([O:19][C:20]([CH3:23])([CH3:21])[CH3:22])=[O:18])[CH2:13]1, predict the reactants needed to synthesize it. The reactants are: [OH:1][CH2:2][CH2:3][O:4][C:5]1[CH:10]=[CH:9][C:8]([CH:11]2[CH2:16][CH2:15][N:14]([C:17]([O:19][C:20]([CH3:23])([CH3:22])[CH3:21])=[O:18])[CH2:13][CH:12]2[O:24][CH2:25][C:26]2[CH:35]=[CH:34][C:33]3[C:28](=[CH:29][CH:30]=[CH:31][CH:32]=3)[CH:27]=2)=[CH:7][CH:6]=1.Cl[C:37]1[N:42]=[CH:41][CH:40]=[CH:39][N:38]=1. (3) Given the product [Br:17][C:10]1[N:5]2[N:4]=[C:3]([CH2:1][CH3:2])[CH:11]=[C:6]2[CH:7]=[CH:8][CH:9]=1, predict the reactants needed to synthesize it. The reactants are: [CH2:1]([C:3]1[CH:11]=[C:6]2[CH:7]=[CH:8][CH:9]=[CH:10][N:5]2[N:4]=1)[CH3:2].C([Li])CCC.[Br:17]C(Cl)(Cl)C(Br)(Cl)Cl.O. (4) Given the product [C:27]([NH:31][C:32]([CH:34]1[CH2:39][CH2:38][N:37]([CH2:40][C:41]2[CH:46]=[CH:45][C:44]([CH2:47][CH3:48])=[C:43]([NH2:49])[CH:42]=2)[CH2:36][CH2:35]1)=[O:33])([CH3:30])([CH3:29])[CH3:28], predict the reactants needed to synthesize it. The reactants are: C(C1C=CC(C=O)=CC=1[N+]([O-])=O)C.C(NC(C1CCNCC1)=O)(C)(C)C.[C:27]([NH:31][C:32]([CH:34]1[CH2:39][CH2:38][N:37]([CH2:40][C:41]2[CH:46]=[CH:45][C:44]([CH2:47][CH3:48])=[C:43]([N+:49]([O-])=O)[CH:42]=2)[CH2:36][CH2:35]1)=[O:33])([CH3:30])([CH3:29])[CH3:28]. (5) Given the product [Br:1][C:2]1[CH:7]=[CH:6][CH:5]=[C:4]2[C:3]=1[NH:16][C:10](=[O:11])[C@H:9]([CH3:15])[NH:8]2, predict the reactants needed to synthesize it. The reactants are: [Br:1][C:2]1[C:3]([N+:16]([O-])=O)=[C:4]([NH:8][C@@H:9]([CH3:15])[C:10](OCC)=[O:11])[CH:5]=[CH:6][CH:7]=1.CCO.Cl.CCOC(C)=O. (6) Given the product [F:21][C:18]1[CH:19]=[CH:20][C:15]([C:14]2[CH:13]=[CH:12][N:11]=[CH:10][C:9]=2[N:7]([CH3:8])[C:5](=[O:6])[C:4]2[CH:24]=[C:25]([C:27]([F:30])([F:28])[F:29])[CH:26]=[C:2]([S:38]([N:36]3[CH2:37][C:34]4([CH2:31][O:32][CH2:33]4)[CH2:35]3)(=[O:40])=[O:39])[CH:3]=2)=[C:16]([O:22][CH3:23])[CH:17]=1, predict the reactants needed to synthesize it. The reactants are: F[C:2]1[CH:3]=[C:4]([CH:24]=[C:25]([C:27]([F:30])([F:29])[F:28])[CH:26]=1)[C:5]([N:7]([C:9]1[CH:10]=[N:11][CH:12]=[CH:13][C:14]=1[C:15]1[CH:20]=[CH:19][C:18]([F:21])=[CH:17][C:16]=1[O:22][CH3:23])[CH3:8])=[O:6].[CH2:31]1[C:34]2([CH2:37][N:36]([S:38](C3C=C(C=C(C(F)(F)F)C=3)C(O)=O)(=[O:40])=[O:39])[CH2:35]2)[CH2:33][O:32]1. (7) Given the product [CH3:1][O:2][N:3]=[C:4]([C:9]1[CH:14]=[CH:13][CH:12]=[CH:11][C:10]=1[CH2:15][O:16][C:17]1[CH:22]=[CH:21][C:20]([O:23][CH:24]([CH3:28])[C:25](=[N:32][O:31][CH3:30])[CH3:26])=[CH:19][C:18]=1[CH3:29])[C:5]([NH:7][CH3:8])=[O:6], predict the reactants needed to synthesize it. The reactants are: [CH3:1][O:2][N:3]=[C:4]([C:9]1[CH:14]=[CH:13][CH:12]=[CH:11][C:10]=1[CH2:15][O:16][C:17]1[CH:22]=[CH:21][C:20]([O:23][CH:24]([CH3:28])[C:25](=O)[CH3:26])=[CH:19][C:18]=1[CH3:29])[C:5]([NH:7][CH3:8])=[O:6].[CH3:30][O:31][NH2:32].